From a dataset of Catalyst prediction with 721,799 reactions and 888 catalyst types from USPTO. Predict which catalyst facilitates the given reaction. (1) Reactant: C(N(CC)CC)C.[CH3:8][C:9]1([CH3:17])[O:14][C:13](=[O:15])[CH2:12][C:11](=[O:16])[CH2:10]1.[F:18][C:19]([F:30])([F:29])[C:20]1[CH:21]=[C:22]([N:26]=[C:27]=[O:28])[CH:23]=[CH:24][CH:25]=1. Product: [F:18][C:19]([F:29])([F:30])[C:20]1[CH:21]=[C:22]([NH:26][C:27]([CH:12]2[C:11](=[O:16])[CH2:10][C:9]([CH3:17])([CH3:8])[O:14][C:13]2=[O:15])=[O:28])[CH:23]=[CH:24][CH:25]=1. The catalyst class is: 3. (2) Reactant: Cl[C:2]1[C:11]2[C:6](=[CH:7][C:8]([O:12][CH3:13])=[CH:9][CH:10]=2)[N:5]=[CH:4][C:3]=1[C:14]([O:16][CH2:17][CH3:18])=[O:15]. Product: [CH2:17]([O:16][C:14]([C:3]1[CH:4]=[N:5][C:6]2[C:11]([CH:2]=1)=[CH:10][CH:9]=[C:8]([O:12][CH3:13])[CH:7]=2)=[O:15])[CH3:18]. The catalyst class is: 285. (3) Reactant: [Cl:1][C:2]1[CH:3]=[C:4]([CH:32]=[CH:33][C:34]=1[F:35])[CH2:5][N:6]1[CH2:15][CH2:14][C:13]2[C:8](=[C:9]([OH:30])[C:10](=[O:29])[N:11]3[CH2:21][CH2:20][CH:19](N4CCCC4)[CH2:18][N:17]([CH3:27])[C:16](=[O:28])[C:12]3=2)[C:7]1=[O:31].Br.C(O)(=[O:39])C. Product: [Cl:1][C:2]1[CH:3]=[C:4]([CH:32]=[CH:33][C:34]=1[F:35])[CH2:5][N:6]1[CH2:15][CH2:14][C:13]2[C:8](=[C:9]([OH:30])[C:10](=[O:29])[N:11]3[CH2:21][CH2:20][C:19](=[O:39])[CH2:18][N:17]([CH3:27])[C:16](=[O:28])[C:12]3=2)[C:7]1=[O:31]. The catalyst class is: 12. (4) Reactant: [CH3:1][C:2]1[C:6]([CH2:7]O)=[C:5]([CH3:9])[O:4][N:3]=1.COC1C=CC(P2(SP(C3C=CC(OC)=CC=3)(=S)S2)=[S:19])=CC=1. Product: [CH3:1][C:2]1[C:6]([CH2:7][SH:19])=[C:5]([CH3:9])[O:4][N:3]=1. The catalyst class is: 11. (5) Reactant: Br[CH:2]([C:4]1[CH:5]=[CH:6][C:7]([C:10]([Cl:13])([Cl:12])[Cl:11])=[N:8][CH:9]=1)[CH3:3].[CH3:14][S-:15].[Na+]. Product: [CH3:14][S:15][CH:2]([C:4]1[CH:5]=[CH:6][C:7]([C:10]([Cl:13])([Cl:12])[Cl:11])=[N:8][CH:9]=1)[CH3:3]. The catalyst class is: 8.